Dataset: Forward reaction prediction with 1.9M reactions from USPTO patents (1976-2016). Task: Predict the product of the given reaction. (1) The product is: [F:7][C:8]1[CH:9]=[CH:10][C:11]([CH3:15])=[C:12]([NH:13][S:17]([CH3:16])(=[O:19])=[O:18])[CH:14]=1. Given the reactants N1C=CC=CC=1.[F:7][C:8]1[CH:9]=[CH:10][C:11]([CH3:15])=[C:12]([CH:14]=1)[NH2:13].[CH3:16][S:17](Cl)(=[O:19])=[O:18], predict the reaction product. (2) Given the reactants CS[C:3](SC)=[C:4]1[C:13](=[O:14])[C:12]([CH2:16][CH2:17][CH2:18][CH3:19])([CH3:15])[C:11]2[C:6](=[CH:7][CH:8]=[CH:9][CH:10]=2)[C:5]1=[O:20].[C:23]([O:27][C:28](=[O:41])[NH:29][C:30]1[CH:35]=[CH:34][C:33]([NH2:36])=[C:32]([S:37](=[O:40])(=[O:39])[NH2:38])[CH:31]=1)([CH3:26])([CH3:25])[CH3:24], predict the reaction product. The product is: [CH2:16]([C:12]1([CH3:15])[C:11]2[C:6](=[CH:7][CH:8]=[CH:9][CH:10]=2)[C:5]([OH:20])=[C:4]([C:3]2[NH:36][C:33]3[CH:34]=[CH:35][C:30]([NH:29][C:28](=[O:41])[O:27][C:23]([CH3:26])([CH3:24])[CH3:25])=[CH:31][C:32]=3[S:37](=[O:39])(=[O:40])[N:38]=2)[C:13]1=[O:14])[CH2:17][CH2:18][CH3:19]. (3) Given the reactants [N:1]12[CH2:8][CH2:7][CH:4]([CH2:5][CH2:6]1)[CH:3]([NH:9][C:10](=[O:21])[C:11]1[CH:16]=[CH:15][C:14]([I:17])=[C:13]([N+:18]([O-])=O)[CH:12]=1)[CH2:2]2.O.O.[Sn](Cl)Cl, predict the reaction product. The product is: [NH2:18][C:13]1[CH:12]=[C:11]([CH:16]=[CH:15][C:14]=1[I:17])[C:10]([NH:9][CH:3]1[CH:4]2[CH2:7][CH2:8][N:1]([CH2:6][CH2:5]2)[CH2:2]1)=[O:21]. (4) The product is: [F:17][C:15]1[C:14]([C:18]#[C:19][C:20]([OH:23])([CH3:21])[CH3:22])=[CH:13][C:12]2[C:6]3[N:7]([C:24]([CH2:25][OH:26])=[C:4]([C:1]([NH2:2])=[O:3])[N:5]=3)[CH2:8][CH2:9][O:10][C:11]=2[CH:16]=1. Given the reactants [C:1]([C:4]1[N:5]=[C:6]2[C:12]3[CH:13]=[C:14]([C:18]#[C:19][C:20]([OH:23])([CH3:22])[CH3:21])[C:15]([F:17])=[CH:16][C:11]=3[O:10][CH2:9][CH2:8][N:7]2[C:24]=1[C:25](O)=[O:26])(=[O:3])[NH2:2].NC(C)(C)C#N, predict the reaction product. (5) Given the reactants [C:1]([OH:7])(=O)[CH2:2][C:3]([OH:5])=[O:4].[CH2:8]([K])[CH3:9].[Mg+2].[Cl-].[Cl-].[CH3:14][O:15][C:16]([N:18]1[CH2:23][CH2:22][CH:21](C(O)=O)[CH2:20][CH:19]1[CH2:27][C:28]1[CH:33]=[CH:32][C:31]([S:34]([CH3:37])(=[O:36])=[O:35])=[CH:30][CH:29]=1)=[O:17].C(N1C=CN=C1)(N1C=CN=C1)=O, predict the reaction product. The product is: [CH2:8]([O:5][C:3](=[O:4])[CH2:2][C:1]([CH:21]1[CH2:22][CH2:23][N:18]([C:16]([O:15][CH3:14])=[O:17])[CH:19]([CH2:27][C:28]2[CH:29]=[CH:30][C:31]([S:34]([CH3:37])(=[O:35])=[O:36])=[CH:32][CH:33]=2)[CH2:20]1)=[O:7])[CH3:9]. (6) The product is: [C:6]([CH:18]1[CH2:17][CH2:16][C:15]2[C:20](=[CH:21][C:12]([O:11][CH3:10])=[CH:13][CH:14]=2)[C:19]1=[O:22])(=[O:7])[CH3:5]. Given the reactants B(F)(F)F.[CH3:5][CH2:6][O:7]CC.[CH3:10][O:11][C:12]1[CH:21]=[C:20]2[C:15]([CH2:16][CH2:17][CH2:18][C:19]2=[O:22])=[CH:14][CH:13]=1, predict the reaction product. (7) Given the reactants [CH3:1][N:2]([CH2:25][CH2:26][CH2:27][C:28]([OH:30])=O)[C:3]([C:5]1[CH:6]=[C:7]2[C:15](=[CH:16][CH:17]=1)[N:14]([CH3:18])[C:13]1[CH2:12][CH2:11][C@@H:10]([CH:19]3[CH2:24][CH2:23][O:22][CH2:21][CH2:20]3)[CH2:9][C:8]2=1)=[O:4].Cl.[O:32]([NH2:34])[CH3:33].F[P-](F)(F)(F)(F)F.N1(OC(N(C)C)=[N+](C)C)C2N=CC=CC=2N=N1.C(N(CC)C(C)C)(C)C, predict the reaction product. The product is: [CH3:33][O:32][NH:34][C:28](=[O:30])[CH2:27][CH2:26][CH2:25][N:2]([CH3:1])[C:3]([C:5]1[CH:6]=[C:7]2[C:15](=[CH:16][CH:17]=1)[N:14]([CH3:18])[C:13]1[CH2:12][CH2:11][C@@H:10]([CH:19]3[CH2:24][CH2:23][O:22][CH2:21][CH2:20]3)[CH2:9][C:8]2=1)=[O:4]. (8) Given the reactants O1[C:5]2([CH2:10][CH2:9][CH:8]([C:11]3[CH:16]=[C:15]([NH2:17])[N:14]4[N:18]=[CH:19][CH:20]=[C:13]4[N:12]=3)[CH2:7][CH2:6]2)OCC1.ClC1N2N=CC=C2N=C(C2CCCC3([O:37][CH2:36][CH2:35][O:34]3)C2)C=1.ClC1N2N=CC=C2N=C(C2CCC3(OCCO3)CC2)C=1, predict the reaction product. The product is: [O:34]1[C:6]2([CH2:5][CH2:10][CH2:9][CH:8]([C:11]3[CH:16]=[C:15]([NH2:17])[N:14]4[N:18]=[CH:19][CH:20]=[C:13]4[N:12]=3)[CH2:7]2)[O:37][CH2:36][CH2:35]1.